Dataset: hERG potassium channel inhibition data for cardiac toxicity prediction from Karim et al.. Task: Regression/Classification. Given a drug SMILES string, predict its toxicity properties. Task type varies by dataset: regression for continuous values (e.g., LD50, hERG inhibition percentage) or binary classification for toxic/non-toxic outcomes (e.g., AMES mutagenicity, cardiotoxicity, hepatotoxicity). Dataset: herg_karim. (1) The compound is COc1ccc([C@H]2CN(Cc3ccc(OC)c(OC)c3)C[C@@H]2CNC(=O)c2cccc(Cl)c2)cc1. The result is 1 (blocker). (2) The drug is OCC1CC2(c3ccccc3)NC1CCC2NCc1cc(OC(F)(F)F)ccc1OC1CC1. The result is 1 (blocker). (3) The compound is CCCN1C[C@H](CSC)C[C@@H]2c3cccc4[nH]cc(c34)C[C@H]21. The result is 1 (blocker).